Dataset: Full USPTO retrosynthesis dataset with 1.9M reactions from patents (1976-2016). Task: Predict the reactants needed to synthesize the given product. (1) Given the product [NH2:1][C:2]1[N:3]=[CH:4][C:5]2[S:10][C:9](=[O:12])[NH:8][C:6]=2[N:7]=1, predict the reactants needed to synthesize it. The reactants are: [NH2:1][C:2]1[N:3]=[CH:4][C:5]2[S:10][C:9](=S)[NH:8][C:6]=2[N:7]=1.[OH2:12].Cl[O-].[Na+].Cl. (2) Given the product [CH:1]1([CH:7]([C:18]2[CH:22]=[C:21]([C:23]3[CH:28]=[CH:27][CH:26]=[CH:25][N:24]=3)[O:20][C:19]=2[CH3:29])[O:8][C:9]2[CH:10]=[CH:11][C:12]([C:13]([N:31]([CH3:30])[CH2:32][CH2:33][C:34]([OH:36])=[O:35])=[O:14])=[CH:16][CH:17]=2)[CH2:6][CH2:5][CH2:4][CH2:3][CH2:2]1, predict the reactants needed to synthesize it. The reactants are: [CH:1]1([CH:7]([C:18]2[CH:22]=[C:21]([C:23]3[CH:28]=[CH:27][CH:26]=[CH:25][N:24]=3)[O:20][C:19]=2[CH3:29])[O:8][C:9]2[CH:17]=[CH:16][C:12]([C:13](O)=[O:14])=[CH:11][CH:10]=2)[CH2:6][CH2:5][CH2:4][CH2:3][CH2:2]1.[CH3:30][NH:31][CH2:32][CH2:33][C:34]([O:36]CC)=[O:35].Cl.C(N=C=NCCCN(C)C)C.O.OC1C2N=NNC=2C=CC=1. (3) Given the product [Cl:27][C:28]1[C:33]([C:2]2[CH:3]=[N:4][C:5]3[C:6]4[N:20]([CH:21]5[CH2:26][CH2:25][CH2:24][CH2:23][O:22]5)[N:19]=[CH:18][C:7]=4[C:8](=[O:17])[N:9]([CH2:12][C:13]([F:16])([F:14])[F:15])[C:10]=3[CH:11]=2)=[CH:32][CH:31]=[CH:30][N:29]=1, predict the reactants needed to synthesize it. The reactants are: Cl[C:2]1[CH:3]=[N:4][C:5]2[C:6]3[N:20]([CH:21]4[CH2:26][CH2:25][CH2:24][CH2:23][O:22]4)[N:19]=[CH:18][C:7]=3[C:8](=[O:17])[N:9]([CH2:12][C:13]([F:16])([F:15])[F:14])[C:10]=2[CH:11]=1.[Cl:27][C:28]1[C:33](B(O)O)=[CH:32][CH:31]=[CH:30][N:29]=1.C(=O)([O-])[O-].[K+].[K+]. (4) Given the product [S:7]1[CH:8]=[C:9]([C:11]([O:13][C:14]([CH3:17])([CH3:16])[CH3:15])=[O:12])[N:10]=[C:6]1[C:4]([O:3][CH2:1][CH3:2])=[O:5], predict the reactants needed to synthesize it. The reactants are: [CH2:1]([O:3][C:4]([C:6]1[S:7][CH:8]=[C:9]([C:11]([OH:13])=[O:12])[N:10]=1)=[O:5])[CH3:2].[C:14](O)([CH3:17])([CH3:16])[CH3:15].N1C=CC=CC=1.C1(C)C=CC(S(Cl)(=O)=O)=CC=1. (5) Given the product [Br:1][C:2]1[CH:7]=[C:6]([C:18]2([O:19][CH3:10])[C:17]3[CH2:21][CH2:22][CH2:23][CH2:24][C:16]=3[C:15](=[O:25])[O:20]2)[CH:5]=[CH:4][C:3]=1[F:9], predict the reactants needed to synthesize it. The reactants are: [Br:1][C:2]1[CH:7]=[C:6](I)[CH:5]=[CH:4][C:3]=1[F:9].[CH:10]([Mg]Cl)(C)C.[C:15]1(=[O:25])[O:20][C:18](=[O:19])[C:17]2[CH2:21][CH2:22][CH2:23][CH2:24][C:16]1=2.[Cl-].[NH4+].S([O-])([O-])(=O)=O.[Mg+2].S(Cl)(Cl)=O. (6) The reactants are: [N:1]1[CH:6]=[CH:5][CH:4]=[C:3]([C:7]2[S:8][C:9]([C:16]([OH:18])=O)=[C:10]([C:12]([F:15])([F:14])[F:13])[N:11]=2)[CH:2]=1.S(Cl)(Cl)=O.[CH3:23][S:24][CH2:25][CH2:26][NH2:27].C(N(CC)CC)C. Given the product [CH3:23][S:24][CH2:25][CH2:26][NH:27][C:16]([C:9]1[S:8][C:7]([C:3]2[CH:2]=[N:1][CH:6]=[CH:5][CH:4]=2)=[N:11][C:10]=1[C:12]([F:13])([F:14])[F:15])=[O:18], predict the reactants needed to synthesize it. (7) Given the product [CH2:25]([C:9]1[CH:8]=[C:7]([CH:4]2[CH2:5][CH2:6][O:1][CH2:2][CH2:3]2)[CH:12]=[CH:11][C:10]=1[N:13]([CH3:24])[C:14]1[N:19]=[CH:18][C:17]2[N:20]=[CH:21][N:22]([CH3:23])[C:16]=2[CH:15]=1)[CH3:26], predict the reactants needed to synthesize it. The reactants are: [O:1]1[CH2:6][CH:5]=[C:4]([C:7]2[CH:12]=[CH:11][C:10]([N:13]([CH3:24])[C:14]3[N:19]=[CH:18][C:17]4[N:20]=[CH:21][N:22]([CH3:23])[C:16]=4[CH:15]=3)=[C:9]([CH2:25][CH3:26])[CH:8]=2)[CH2:3][CH2:2]1. (8) Given the product [N+:30]([C:21]1[C:20]([O:19][CH:17]=[CH2:18])=[CH:29][CH:28]=[CH:27][C:22]=1[C:23]([O:25][CH3:26])=[O:24])([O-:32])=[O:31], predict the reactants needed to synthesize it. The reactants are: N1C=CC=CC=1.C(B1OB(C=C)OB([CH:17]=[CH2:18])O1)=C.[OH:19][C:20]1[C:21]([N+:30]([O-:32])=[O:31])=[C:22]([CH:27]=[CH:28][CH:29]=1)[C:23]([O:25][CH3:26])=[O:24].N1C=CC=CC=1.C(O)(C(F)(F)F)=O.